This data is from Peptide-MHC class I binding affinity with 185,985 pairs from IEDB/IMGT. The task is: Regression. Given a peptide amino acid sequence and an MHC pseudo amino acid sequence, predict their binding affinity value. This is MHC class I binding data. (1) The peptide sequence is DTVLEEMNL. The MHC is HLA-B40:01 with pseudo-sequence HLA-B40:01. The binding affinity (normalized) is 0. (2) The peptide sequence is YLFFGRRRV. The MHC is HLA-A02:06 with pseudo-sequence HLA-A02:06. The binding affinity (normalized) is 0.446. (3) The peptide sequence is YFHKRDMRL. The MHC is HLA-B48:01 with pseudo-sequence HLA-B48:01. The binding affinity (normalized) is 0.0847. (4) The peptide sequence is RSLYNTVATLY. The MHC is HLA-B08:01 with pseudo-sequence HLA-B08:01. The binding affinity (normalized) is 0. (5) The peptide sequence is ERYLKDQQL. The MHC is Gogo-B0101 with pseudo-sequence YDTMYRETSAQTDENIAYIRFSSYTWAELAYTWY. The binding affinity (normalized) is 0.114. (6) The peptide sequence is SENDWFSCM. The MHC is HLA-B45:01 with pseudo-sequence HLA-B45:01. The binding affinity (normalized) is 0.559. (7) The peptide sequence is ALLRALRLTK. The MHC is HLA-A68:01 with pseudo-sequence HLA-A68:01. The binding affinity (normalized) is 0.308.